The task is: Binary Classification. Given a miRNA mature sequence and a target amino acid sequence, predict their likelihood of interaction.. This data is from Experimentally validated miRNA-target interactions with 360,000+ pairs, plus equal number of negative samples. (1) Result: 0 (no interaction). The protein sequence of the target gene is MAYYQEPSVETSIIKFKDQDFTTLRDHCLSMGRTFKDETFPAADSSIGQKLLQEKRLSNVIWKRPQDLPGGPPHFILDDISRFDIQQGGAADCWFLAALGSLTQNPQYRQKILMVQSFSHQYAGIFRFRFWQCGQWVEVVIDDRLPVQGDKCLFVRPRHQNQEFWPCLLEKAYAKLLGSYSDLHYGFLEDALVDLTGGVITNIHLHSSPVDLVKAVKTATKAGSLITCATPSGPTDTAQAMENGLVSLHAYTVTGAEQIQYRRGWEEIISLWNPWGWGEAEWRGRWSDGSQEWEETCDPR.... The miRNA is hsa-miR-609 with sequence AGGGUGUUUCUCUCAUCUCU. (2) The miRNA is hsa-miR-380-5p with sequence UGGUUGACCAUAGAACAUGCGC. The protein sequence of the target gene is MNGPALQPSSPSSAPSASPAAAPRGWSEFCELHAVAAARELARQYWLFAREHPQHAPLRAELVSLQFTDLFQRYFCREVRDGRAPGRDYRDTGRGPPAKAEASPEPGPGPAAPGLPKARSSEELAPPRPPGPCSFQHFRRSLRHIFRRRSAGELPAAHTAAAPGTPGEAAETPARPGLAKKFLPWSLAREPPPEALKEAVLRYSLADEASMDSGARWQRGRLALRRAPGPDGPDRVLELFDPPKSSRPKLQAACSSIQEVRWCTRLEMPDNLYTFVLKVKDRTDIIFEVGDEQQLNSWMA.... Result: 1 (interaction).